From a dataset of Peptide-MHC class II binding affinity with 134,281 pairs from IEDB. Regression. Given a peptide amino acid sequence and an MHC pseudo amino acid sequence, predict their binding affinity value. This is MHC class II binding data. (1) The peptide sequence is AFILDGDNLFPRV. The MHC is HLA-DQA10501-DQB10201 with pseudo-sequence HLA-DQA10501-DQB10201. The binding affinity (normalized) is 0.661. (2) The peptide sequence is RCRTCVYNMMGKREK. The MHC is HLA-DQA10303-DQB10402 with pseudo-sequence HLA-DQA10303-DQB10402. The binding affinity (normalized) is 0.206. (3) The peptide sequence is KTGQALVVGIYDEPM. The MHC is DRB1_1602 with pseudo-sequence DRB1_1602. The binding affinity (normalized) is 0.193. (4) The peptide sequence is MSLLTEVETYVLSII. The MHC is DRB1_1101 with pseudo-sequence DRB1_1101. The binding affinity (normalized) is 0.196. (5) The peptide sequence is VDKIDAAFKIAATAA. The MHC is DRB1_1302 with pseudo-sequence DRB1_1302. The binding affinity (normalized) is 0.461. (6) The peptide sequence is QLIYPLISPSFLVYS. The MHC is DRB3_0101 with pseudo-sequence DRB3_0101. The binding affinity (normalized) is 0.142. (7) The peptide sequence is MGKATTEEQKLIEDV. The MHC is DRB1_0101 with pseudo-sequence DRB1_0101. The binding affinity (normalized) is 0.460. (8) The peptide sequence is DREVVANVIGLSGDS. The MHC is DRB1_1201 with pseudo-sequence DRB1_1201. The binding affinity (normalized) is 0.285.